This data is from Full USPTO retrosynthesis dataset with 1.9M reactions from patents (1976-2016). The task is: Predict the reactants needed to synthesize the given product. (1) Given the product [Cl:1][CH2:2][CH:3]=[CH:4][CH2:5][N:18]1[C:7](=[O:17])[C:8]2[C:9](=[CH:13][CH:14]=[CH:15][CH:16]=2)[C:10]1=[O:11], predict the reactants needed to synthesize it. The reactants are: [Cl:1][CH2:2]/[CH:3]=[CH:4]/[CH2:5]Cl.[C:7]([NH2:18])(=[O:17])[C:8]1[C:9](=[CH:13][CH:14]=[CH:15][CH:16]=1)[C:10](N)=[O:11].[K].O. (2) The reactants are: [OH:1][CH2:2][C:3]1[CH:8]=[CH:7][C:6]([CH2:9][CH:10]([NH:12][C:13]2[N:18]=[C:17]([N:19]3[CH2:24][CH2:23][C:22](=[O:25])[N:21]4[CH2:26][CH:27]=[C:28]([C:30]5[CH:35]=[CH:34][CH:33]=[CH:32][CH:31]=5)[N:29]=[C:20]34)[CH:16]=[CH:15][N:14]=2)[CH3:11])=[CH:5][CH:4]=1. Given the product [O:25]=[C:22]1[N:21]2[CH2:26][CH:27]=[C:28]([C:30]3[CH:31]=[CH:32][CH:33]=[CH:34][CH:35]=3)[N:29]=[C:20]2[N:19]([C:17]2[CH:16]=[CH:15][N:14]=[C:13]([NH:12][CH:10]([CH3:11])[CH2:9][C:6]3[CH:7]=[CH:8][C:3]([CH:2]=[O:1])=[CH:4][CH:5]=3)[N:18]=2)[CH2:24][CH2:23]1, predict the reactants needed to synthesize it. (3) Given the product [CH2:1]([O:3][C:4]1[CH:23]=[CH:22][C:7]([C:8]([N:10]2[C:19]3[C:14](=[CH:15][CH:16]=[CH:17][CH:18]=3)[CH:13]([N:26]3[C:35]4[C:30](=[CH:31][CH:32]=[CH:33][CH:34]=4)[CH2:29][CH2:28][CH2:27]3)[CH2:12][CH:11]2[CH3:21])=[O:9])=[CH:6][C:5]=1[O:24][CH3:25])[CH3:2], predict the reactants needed to synthesize it. The reactants are: [CH2:1]([O:3][C:4]1[CH:23]=[CH:22][C:7]([C:8]([N:10]2[C:19]3[C:14](=[CH:15][CH:16]=[CH:17][CH:18]=3)[CH:13](O)[CH2:12][CH:11]2[CH3:21])=[O:9])=[CH:6][C:5]=1[O:24][CH3:25])[CH3:2].[NH:26]1[C:35]2[C:30](=[CH:31][CH:32]=[CH:33][CH:34]=2)[CH2:29][CH2:28][CH2:27]1.